From a dataset of Peptide-MHC class I binding affinity with 185,985 pairs from IEDB/IMGT. Regression. Given a peptide amino acid sequence and an MHC pseudo amino acid sequence, predict their binding affinity value. This is MHC class I binding data. (1) The peptide sequence is VMNSNTLLSAW. The MHC is HLA-B53:01 with pseudo-sequence HLA-B53:01. The binding affinity (normalized) is 0.151. (2) The peptide sequence is FESHGENRF. The MHC is HLA-B15:03 with pseudo-sequence HLA-B15:03. The binding affinity (normalized) is 0.546. (3) The peptide sequence is ASFKAGKLR. The MHC is HLA-B15:17 with pseudo-sequence HLA-B15:17. The binding affinity (normalized) is 0.0847. (4) The peptide sequence is LLVDLLWLL. The MHC is HLA-B07:02 with pseudo-sequence HLA-B07:02. The binding affinity (normalized) is 0. (5) The peptide sequence is FVLGFLGFL. The MHC is Mamu-A2201 with pseudo-sequence Mamu-A2201. The binding affinity (normalized) is 0. (6) The peptide sequence is YLGTPNNTY. The MHC is HLA-A31:01 with pseudo-sequence HLA-A31:01. The binding affinity (normalized) is 0.0847.